Dataset: Reaction yield outcomes from USPTO patents with 853,638 reactions. Task: Predict the reaction yield, written as a fraction of the theoretical maximum amount of product (1.0 means a 100% yield; for example, 0.34 means a 34% yield). (1) The yield is 0.830. No catalyst specified. The product is [ClH:53].[F:15][C:16]1[CH:21]=[CH:20][C:19]([C:22]2[C:23]([N:28]3[CH2:29][CH2:30][N:31]([CH2:11][CH2:10][C:6]4[C:5]([CH2:13][CH3:14])=[N:4][N:3]([CH2:1][CH3:2])[C:7]=4[CH2:8][CH3:9])[CH2:32][CH2:33]3)=[N:24][CH:25]=[CH:26][N:27]=2)=[CH:18][CH:17]=1. The reactants are [CH2:1]([N:3]1[C:7]([CH2:8][CH3:9])=[C:6]([CH2:10][CH:11]=O)[C:5]([CH2:13][CH3:14])=[N:4]1)[CH3:2].[F:15][C:16]1[CH:21]=[CH:20][C:19]([C:22]2[C:23]([N:28]3[CH2:33][CH2:32][NH:31][CH2:30][CH2:29]3)=[N:24][CH:25]=[CH:26][N:27]=2)=[CH:18][CH:17]=1.C(O)(=O)C.C(O[BH-](OC(=O)C)OC(=O)C)(=O)C.[Na+].C(Cl)[Cl:53]. (2) The product is [O:7]=[C:4]1[O:6][N:3]=[C:33]([C:28]2[CH:29]=[CH:30][CH:31]=[CH:32][C:27]=2[C:24]2[CH:23]=[CH:22][C:21]([CH2:20][C:19]3[C:14](=[O:13])[N:15]([CH:41]4[CH2:54][CH2:53][C:44]5([O:48][C:47]([CH3:50])([CH3:49])[C:46]([CH3:52])([CH3:51])[O:45]5)[CH2:43][CH2:42]4)[C:16]4[N:17]([N:38]=[CH:39][N:40]=4)[C:18]=3[CH2:35][CH2:36][CH3:37])=[CH:26][CH:25]=2)[NH:34]1. The catalyst is C(OCC)(=O)C. The reactants are [Cl-].O[NH3+:3].[C:4](=[O:7])([O-:6])O.[Na+].CS(C)=O.[O:13]=[C:14]1[C:19]([CH2:20][C:21]2[CH:26]=[CH:25][C:24]([C:27]3[C:28]([C:33]#[N:34])=[CH:29][CH:30]=[CH:31][CH:32]=3)=[CH:23][CH:22]=2)=[C:18]([CH2:35][CH2:36][CH3:37])[N:17]2[N:38]=[CH:39][N:40]=[C:16]2[N:15]1[CH:41]1[CH2:54][CH2:53][C:44]2([O:48][C:47]([CH3:50])([CH3:49])[C:46]([CH3:52])([CH3:51])[O:45]2)[CH2:43][CH2:42]1. The yield is 0.410.